Dataset: Catalyst prediction with 721,799 reactions and 888 catalyst types from USPTO. Task: Predict which catalyst facilitates the given reaction. Reactant: [C:1]([N:20]1[C:24]([C:25]2([CH2:31][NH2:32])[CH2:30][CH2:29][CH2:28][CH2:27][CH2:26]2)=[CH:23][N:22]=[CH:21]1)([C:14]1[CH:19]=[CH:18][CH:17]=[CH:16][CH:15]=1)([C:8]1[CH:13]=[CH:12][CH:11]=[CH:10][CH:9]=1)[C:2]1[CH:7]=[CH:6][CH:5]=[CH:4][CH:3]=1.[OH:33][C:34]1[CH:41]=[CH:40][C:37]([CH:38]=O)=[CH:36][CH:35]=1.C(O[BH-](OC(=O)C)OC(=O)C)(=O)C.[Na+].C(=O)([O-])[O-].[Na+].[Na+].[CH:62]([C:65]1[CH:70]=[CH:69][CH:68]=[C:67]([CH:71]([CH3:73])[CH3:72])[C:66]=1[N:74]=[C:75]=[O:76])([CH3:64])[CH3:63]. Product: [CH:62]([C:65]1[CH:70]=[CH:69][CH:68]=[C:67]([CH:71]([CH3:72])[CH3:73])[C:66]=1[NH:74][C:75](=[O:76])[N:32]([CH2:38][C:37]1[CH:40]=[CH:41][C:34]([OH:33])=[CH:35][CH:36]=1)[CH2:31][C:25]1([C:24]2[N:20]([C:1]([C:14]3[CH:15]=[CH:16][CH:17]=[CH:18][CH:19]=3)([C:8]3[CH:9]=[CH:10][CH:11]=[CH:12][CH:13]=3)[C:2]3[CH:7]=[CH:6][CH:5]=[CH:4][CH:3]=3)[CH:21]=[N:22][CH:23]=2)[CH2:30][CH2:29][CH2:28][CH2:27][CH2:26]1)([CH3:63])[CH3:64]. The catalyst class is: 4.